This data is from Ames mutagenicity test results for genotoxicity prediction. The task is: Regression/Classification. Given a drug SMILES string, predict its toxicity properties. Task type varies by dataset: regression for continuous values (e.g., LD50, hERG inhibition percentage) or binary classification for toxic/non-toxic outcomes (e.g., AMES mutagenicity, cardiotoxicity, hepatotoxicity). Dataset: ames. (1) The compound is C1=C[C@@H]2O[C@@H]2C=C1. The result is 1 (mutagenic). (2) The compound is Cc1cccc(C)c1. The result is 0 (non-mutagenic). (3) The drug is COC(=O)c1c2c(c3ccccc3c1O)OC(C)(C)C=C2. The result is 1 (mutagenic). (4) The drug is c1ccc2c(c1)cc1sc3cccc4ccc2c1c43. The result is 1 (mutagenic). (5) The compound is O=[N+]([O-])c1ccc2ccc3c4c(cc5ccc1c2c53)[C@@H](O)[C@H](O)C=C4. The result is 1 (mutagenic). (6) The drug is Nc1cccc2cc3ccccc3cc12. The result is 1 (mutagenic). (7) The molecule is CC(C)(Br)C(=O)Nc1ccccc1. The result is 0 (non-mutagenic).